From a dataset of Catalyst prediction with 721,799 reactions and 888 catalyst types from USPTO. Predict which catalyst facilitates the given reaction. (1) Reactant: [CH:1]([N:4]([CH:30]([CH3:32])[CH3:31])[C:5](=O)[CH2:6][CH:7]([C:14]1[CH:19]=[C:18]([CH3:20])[CH:17]=[CH:16][C:15]=1[O:21][CH2:22][C:23]1[CH:28]=[CH:27][CH:26]=[CH:25][CH:24]=1)[C:8]1[CH:13]=[CH:12][CH:11]=[CH:10][CH:9]=1)([CH3:3])[CH3:2].[BH4-].[Na+].B(F)(F)F.CCOCC.Cl. Product: [CH:30]([N:4]([CH:1]([CH3:3])[CH3:2])[CH2:5][CH2:6][CH:7]([C:14]1[CH:19]=[C:18]([CH3:20])[CH:17]=[CH:16][C:15]=1[O:21][CH2:22][C:23]1[CH:24]=[CH:25][CH:26]=[CH:27][CH:28]=1)[C:8]1[CH:13]=[CH:12][CH:11]=[CH:10][CH:9]=1)([CH3:32])[CH3:31]. The catalyst class is: 132. (2) Reactant: C1(OC)C=CC=CC=1.[Cl-].[Al+3].[Cl-].[Cl-].[CH3:13][O:14][N:15]=[C:16]([C:32]1[O:33][CH2:34][CH2:35][N:36]=1)[C:17]1[CH:22]=[CH:21][CH:20]=[CH:19][C:18]=1[O:23]CC1C=CC(Cl)=CC=1. Product: [CH3:13][O:14][N:15]=[C:16]([C:32]1[O:33][CH2:34][CH2:35][N:36]=1)[C:17]1[CH:22]=[CH:21][CH:20]=[CH:19][C:18]=1[OH:23]. The catalyst class is: 6. (3) Reactant: Cl[C:2]1[CH:7]=[C:6]([Cl:8])[N:5]=[N:4][C:3]=1[C:9]([O:11][CH2:12][CH3:13])=[O:10].[NH2:14][C:15]1[N:20]=[C:19]([C:21]([CH3:25])([CH3:24])[C:22]#[N:23])[CH:18]=[CH:17][CH:16]=1. Product: [Cl:8][C:6]1[N:5]=[N:4][C:3]([C:9]([O:11][CH2:12][CH3:13])=[O:10])=[C:2]([NH:14][C:15]2[CH:16]=[CH:17][CH:18]=[C:19]([C:21]([C:22]#[N:23])([CH3:25])[CH3:24])[N:20]=2)[CH:7]=1. The catalyst class is: 10. (4) Reactant: [CH2:1]([N:3]1[CH:7]=[CH:6][C:5]([C:8]2[S:9][CH:10]=[C:11]([CH3:13])[CH:12]=2)=[N:4]1)[CH3:2].[I:14]N1C(=O)CCC1=O.S([O-])([O-])(=O)=S.[Na+].[Na+].C(=O)([O-])[O-].[Na+].[Na+]. The catalyst class is: 9. Product: [CH2:1]([N:3]1[CH:7]=[C:6]([I:14])[C:5]([C:8]2[S:9][CH:10]=[C:11]([CH3:13])[CH:12]=2)=[N:4]1)[CH3:2]. (5) The catalyst class is: 8. Reactant: C[O:2][C:3](=[O:13])[C:4]1[CH:9]=[C:8]([Cl:10])[N:7]=[C:6]([Cl:11])[C:5]=1[NH2:12].O.[OH-].[K+].Cl. Product: [NH2:12][C:5]1[C:6]([Cl:11])=[N:7][C:8]([Cl:10])=[CH:9][C:4]=1[C:3]([OH:13])=[O:2]. (6) Reactant: [CH:1]1([O:6][CH2:7][CH2:8][O:9][C:10]2[CH:20]=[CH:19][C:13]([O:14][CH2:15][CH:16]3[CH2:18][O:17]3)=[CH:12][CH:11]=2)[CH2:5][CH2:4][CH2:3][CH2:2]1.[O:21]([CH2:28][CH2:29][NH2:30])[C:22]1[CH:27]=[CH:26][CH:25]=[CH:24][CH:23]=1. Product: [O:21]([CH2:28][CH2:29][NH:30][CH2:18][CH:16]([OH:17])[CH2:15][O:14][C:13]1[CH:19]=[CH:20][C:10]([O:9][CH2:8][CH2:7][O:6][CH:1]2[CH2:5][CH2:4][CH2:3][CH2:2]2)=[CH:11][CH:12]=1)[C:22]1[CH:27]=[CH:26][CH:25]=[CH:24][CH:23]=1. The catalyst class is: 41. (7) Reactant: [F:1][C:2]1[C:3](=[S:9])[NH:4][C:5](=[O:8])[NH:6][CH:7]=1.C[O-].[Na+].[CH2:13](Br)[CH:14]=[CH2:15]. Product: [CH2:15]([S:9][C:3]1[C:2]([F:1])=[CH:7][NH:6][C:5](=[O:8])[N:4]=1)[CH:14]=[CH2:13]. The catalyst class is: 5.